From a dataset of Reaction yield outcomes from USPTO patents with 853,638 reactions. Predict the reaction yield, written as a fraction of the theoretical maximum amount of product (1.0 means a 100% yield; for example, 0.34 means a 34% yield). (1) The product is [NH2:7][C:8]1[N:9]=[C:10]([CH3:22])[C:11]2[CH:17]=[C:16]([C:6]#[C:5][Si:2]([CH3:4])([CH3:3])[CH3:1])[C:15](=[O:19])[N:14]([CH2:20][CH3:21])[C:12]=2[N:13]=1. The reactants are [CH3:1][Si:2]([C:5]#[CH:6])([CH3:4])[CH3:3].[NH2:7][C:8]1[N:9]=[C:10]([CH3:22])[C:11]2[CH:17]=[C:16](Br)[C:15](=[O:19])[N:14]([CH2:20][CH3:21])[C:12]=2[N:13]=1.C([O-])(O)=O.[Na+]. The yield is 0.650. The catalyst is C(N(CC)CC)C.[Cu]I.Cl[Pd](Cl)([P](C1C=CC=CC=1)(C1C=CC=CC=1)C1C=CC=CC=1)[P](C1C=CC=CC=1)(C1C=CC=CC=1)C1C=CC=CC=1. (2) The reactants are C([O:3][C:4](=O)[C:5]([C:8]1[CH2:9][CH2:10][O:11][CH2:12][CH:13]=1)([CH3:7])[CH3:6])C.[H-].[H-].[H-].[H-].[Li+].[Al+3].O.[OH-].[Na+]. The catalyst is O1CCCC1. The product is [O:11]1[CH2:10][CH:9]=[C:8]([C:5]([CH3:7])([CH3:6])[CH2:4][OH:3])[CH2:13][CH2:12]1. The yield is 0.980. (3) The reactants are [OH-].[Na+].[CH2:3]([O:5][CH2:6][C:7]1[N:8]([CH2:44][C:45]([OH:48])([CH3:47])[CH3:46])[C:9]2[C:18]3[CH:17]=[CH:16][C:15]([C:19]([O:21]C)=[O:20])=[CH:14][C:13]=3[N:12]=[C:11]([NH:23][C:24]([C:37]3[CH:42]=[CH:41][CH:40]=[CH:39][CH:38]=3)([C:31]3[CH:36]=[CH:35][CH:34]=[CH:33][CH:32]=3)[C:25]3[CH:30]=[CH:29][CH:28]=[CH:27][CH:26]=3)[C:10]=2[N:43]=1)[CH3:4]. The catalyst is C1COCC1.CO. The product is [CH2:3]([O:5][CH2:6][C:7]1[N:8]([CH2:44][C:45]([OH:48])([CH3:47])[CH3:46])[C:9]2[C:18]3[CH:17]=[CH:16][C:15]([C:19]([OH:21])=[O:20])=[CH:14][C:13]=3[N:12]=[C:11]([NH:23][C:24]([C:31]3[CH:36]=[CH:35][CH:34]=[CH:33][CH:32]=3)([C:37]3[CH:38]=[CH:39][CH:40]=[CH:41][CH:42]=3)[C:25]3[CH:30]=[CH:29][CH:28]=[CH:27][CH:26]=3)[C:10]=2[N:43]=1)[CH3:4]. The yield is 0.940. (4) The product is [C:34]([OH:41])(=[O:40])/[CH:35]=[CH:36]\[C:37]([OH:39])=[O:38].[CH2:29]([N:3]([CH2:1][CH3:2])[CH2:4][CH2:5][N:6]1[CH2:11][CH2:10][C:9]2[NH:12][C:13]([CH:16]=[C:17]3[C:25]4[C:20](=[CH:21][CH:22]=[C:23]([F:26])[CH:24]=4)[NH:19][C:18]3=[O:27])=[C:14]([CH3:15])[C:8]=2[C:7]1=[O:28])[CH3:30]. The yield is 0.662. The catalyst is CO. The reactants are [CH2:1]([N:3]([CH2:29][CH3:30])[CH2:4][CH2:5][N:6]1[CH2:11][CH2:10][C:9]2[NH:12][C:13]([CH:16]=[C:17]3[C:25]4[C:20](=[CH:21][CH:22]=[C:23]([F:26])[CH:24]=4)[NH:19][C:18]3=[O:27])=[C:14]([CH3:15])[C:8]=2[C:7]1=[O:28])[CH3:2].ClCCl.[C:34]([OH:41])(=[O:40])/[CH:35]=[CH:36]\[C:37]([OH:39])=[O:38].